From a dataset of Catalyst prediction with 721,799 reactions and 888 catalyst types from USPTO. Predict which catalyst facilitates the given reaction. (1) Reactant: [CH2:1]([C:8]1[N:9]=[N:10][C:11]2[C:16]([C:17]=1O)=[CH:15][CH:14]=[CH:13][C:12]=2[C:19]([F:22])([F:21])[F:20])[C:2]1[CH:7]=[CH:6][CH:5]=[CH:4][CH:3]=1.P(Br)(Br)([Br:25])=O.O. Product: [CH2:1]([C:8]1[N:9]=[N:10][C:11]2[C:16]([C:17]=1[Br:25])=[CH:15][CH:14]=[CH:13][C:12]=2[C:19]([F:22])([F:21])[F:20])[C:2]1[CH:7]=[CH:6][CH:5]=[CH:4][CH:3]=1. The catalyst class is: 3. (2) Reactant: [N:1]1([C:6]([O:8][CH2:9][C:10]2[CH:15]=[CH:14][CH:13]=[CH:12][CH:11]=2)=[O:7])[CH2:5][CH:4]=[CH:3][CH2:2]1.C1C=C(Cl)C=C(C(OO)=[O:24])C=1. Product: [CH:3]12[O:24][CH:4]1[CH2:5][N:1]([C:6]([O:8][CH2:9][C:10]1[CH:15]=[CH:14][CH:13]=[CH:12][CH:11]=1)=[O:7])[CH2:2]2. The catalyst class is: 22.